From a dataset of Full USPTO retrosynthesis dataset with 1.9M reactions from patents (1976-2016). Predict the reactants needed to synthesize the given product. (1) Given the product [C:1]([O:9][C@@H:32]1[CH2:37][C@@H:36]([CH2:38][CH2:39][CH2:40][CH:41]=[CH2:42])[O:35][C@@:34]([O:43][CH3:44])([C@@H:45]2[CH2:49][S:48][C:47](=[O:50])[N:46]2[CH2:51][C:52]2[CH:53]=[CH:54][C:55]([O:58][CH3:59])=[CH:56][CH:57]=2)[CH2:33]1)(=[O:8])[C:2]1[CH:7]=[CH:6][CH:5]=[CH:4][CH:3]=1, predict the reactants needed to synthesize it. The reactants are: [C:1]([OH:9])(=[O:8])[C:2]1[CH:7]=[CH:6][CH:5]=[CH:4][CH:3]=1.C(N(C(C)C)CC)(C)C.ClC1C=C(Cl)C=C(Cl)C=1C(Cl)=O.O[C@@H:32]1[CH2:37][C@@H:36]([CH2:38][CH2:39][CH2:40][CH:41]=[CH2:42])[O:35][C@:34]([C@@H:45]2[CH2:49][S:48][C:47](=[O:50])[N:46]2[CH2:51][C:52]2[CH:57]=[CH:56][C:55]([O:58][CH3:59])=[CH:54][CH:53]=2)([O:43][CH3:44])[CH2:33]1. (2) Given the product [CH3:18][C:17]([CH3:20])([CH3:19])[CH2:16][C:15]1[N:14]=[C:13]([CH2:21][O:22][C:23]2[CH:24]=[C:25]([CH2:30][CH2:31][C:32]([OH:34])=[O:33])[CH:26]=[CH:27][C:28]=2[CH3:29])[CH:12]=[CH:11][C:10]=1[C:3]1[CH:4]=[C:5]([O:8][CH3:9])[CH:6]=[CH:7][C:2]=1[F:1], predict the reactants needed to synthesize it. The reactants are: [F:1][C:2]1[CH:7]=[CH:6][C:5]([O:8][CH3:9])=[CH:4][C:3]=1[C:10]1[CH:11]=[CH:12][C:13]([CH2:21][O:22][C:23]2[CH:24]=[C:25]([CH2:30][CH2:31][C:32]([O:34]CC)=[O:33])[CH:26]=[CH:27][C:28]=2[CH3:29])=[N:14][C:15]=1[CH2:16][C:17]([CH3:20])([CH3:19])[CH3:18].[OH-].[Na+]. (3) Given the product [O:1]=[C:2]1[CH2:5][N:4]([C:6]([O:8][C:9]([CH3:12])([CH3:11])[CH3:10])=[O:7])[CH2:3]1, predict the reactants needed to synthesize it. The reactants are: [OH:1][CH:2]1[CH2:5][N:4]([C:6]([O:8][C:9]([CH3:12])([CH3:11])[CH3:10])=[O:7])[CH2:3]1.C(N(CC)C(C)C)(C)C. (4) Given the product [Br:1][C:2]1[CH:3]=[CH:4][CH:5]=[C:6]([CH2:8][Br:28])[N:7]=1, predict the reactants needed to synthesize it. The reactants are: [Br:1][C:2]1[N:7]=[C:6]([CH2:8]O)[CH:5]=[CH:4][CH:3]=1.C(N(CC)C(C)C)(C)C.CS(OS(C)(=O)=O)(=O)=O.[Br-:28].[Li+].C(=O)(O)[O-].[Na+].